This data is from Reaction yield outcomes from USPTO patents with 853,638 reactions. The task is: Predict the reaction yield, written as a fraction of the theoretical maximum amount of product (1.0 means a 100% yield; for example, 0.34 means a 34% yield). The reactants are [I:1][C:2]1[C:6]([CH:7]=O)=[CH:5][N:4]([CH:9]2[CH2:14][CH2:13][CH2:12][CH2:11][O:10]2)[N:3]=1.[CH3:15][N:16]([CH2:24][CH2:25][NH:26][CH3:27])[C:17](=[O:23])[O:18][C:19]([CH3:22])([CH3:21])[CH3:20].[BH-](OC(C)=O)(OC(C)=O)OC(C)=O.[Na+]. The catalyst is ClC(Cl)C.ClCCl. The product is [I:1][C:2]1[C:6]([CH2:7][N:26]([CH3:27])[CH2:25][CH2:24][N:16]([CH3:15])[C:17](=[O:23])[O:18][C:19]([CH3:20])([CH3:21])[CH3:22])=[CH:5][N:4]([CH:9]2[CH2:14][CH2:13][CH2:12][CH2:11][O:10]2)[N:3]=1. The yield is 0.920.